This data is from Full USPTO retrosynthesis dataset with 1.9M reactions from patents (1976-2016). The task is: Predict the reactants needed to synthesize the given product. (1) Given the product [OH:19][C:16]1[CH:17]=[CH:18][C:13]([C:8]2[CH:9]=[C:10]3[C:5](=[CH:6][CH:7]=2)[CH:4]=[C:3]([OH:2])[CH:12]=[CH:11]3)=[CH:14][CH:15]=1, predict the reactants needed to synthesize it. The reactants are: C[O:2][C:3]1[CH:12]=[CH:11][C:10]2[C:5](=[CH:6][CH:7]=[C:8]([C:13]3[CH:18]=[CH:17][C:16]([O:19]C)=[CH:15][CH:14]=3)[CH:9]=2)[CH:4]=1.B(Br)(Br)Br. (2) Given the product [ClH:37].[F:1][C:2]1[C:7]([F:8])=[CH:6][CH:5]=[CH:4][C:3]=1[C:9]1[C:10]([O:21][C:22]2[CH:36]=[CH:35][C:25]([O:26][CH2:27][CH2:28][N:29]3[CH2:34][CH2:33][CH2:32][CH2:31][CH2:30]3)=[CH:24][CH:23]=2)=[C:11]2[C:16](=[CH:17][CH:18]=1)[CH:15]=[C:14]([OH:19])[CH:13]=[CH:12]2, predict the reactants needed to synthesize it. The reactants are: [F:1][C:2]1[C:7]([F:8])=[CH:6][CH:5]=[CH:4][C:3]=1[C:9]1[CH:18]=[CH:17][C:16]2[C:11](=[CH:12][CH:13]=[C:14]([O:19]C)[CH:15]=2)[C:10]=1[O:21][C:22]1[CH:36]=[CH:35][C:25]([O:26][CH2:27][CH2:28][N:29]2[CH2:34][CH2:33][CH2:32][CH2:31][CH2:30]2)=[CH:24][CH:23]=1.[ClH:37].CCOCC.B(Br)(Br)Br. (3) Given the product [Cl:1][C:2]1[CH:3]=[C:4]([C:12]([F:17])([F:16])[C:13]([NH:24][CH2:25][C:26]2[CH:27]=[C:28]3[C:32](=[CH:33][CH:34]=2)[C:31](=[O:35])[N:30]([CH:36]2[CH2:41][CH2:40][C:39](=[O:42])[NH:38][C:37]2=[O:43])[CH2:29]3)=[O:15])[CH:5]=[CH:6][C:7]=1[O:8][CH:9]([CH3:10])[CH3:11], predict the reactants needed to synthesize it. The reactants are: [Cl:1][C:2]1[CH:3]=[C:4]([C:12]([F:17])([F:16])[C:13]([OH:15])=O)[CH:5]=[CH:6][C:7]=1[O:8][CH:9]([CH3:11])[CH3:10].P(Cl)(Cl)(Cl)=O.Cl.[NH2:24][CH2:25][C:26]1[CH:27]=[C:28]2[C:32](=[CH:33][CH:34]=1)[C:31](=[O:35])[N:30]([CH:36]1[CH2:41][CH2:40][C:39](=[O:42])[NH:38][C:37]1=[O:43])[CH2:29]2.C(=O)(O)[O-].[Na+]. (4) Given the product [NH2:30][C:29]1[S:28][C:27]([C:42]2[CH:41]=[C:40]([F:39])[CH:45]=[CH:44][C:43]=2[O:49][CH3:50])=[N:26][C:25]=1[C:23]([NH:22][C:17]1[CH:18]=[N:19][N:20]([CH3:21])[C:16]=1[N:13]1[CH2:14][CH2:15][CH:10]([CH2:9][NH2:8])[CH2:11][CH2:12]1)=[O:24], predict the reactants needed to synthesize it. The reactants are: C(OC([NH:8][CH2:9][CH:10]1[CH2:15][CH2:14][N:13]([C:16]2[N:20]([CH3:21])[N:19]=[CH:18][C:17]=2[NH:22][C:23]([C:25]2[N:26]=[C:27](Br)[S:28][C:29]=2[NH:30]C(=O)OC(C)(C)C)=[O:24])[CH2:12][CH2:11]1)=O)CCC.[F:39][C:40]1[CH:41]=[CH:42][C:43]([O:49][CH3:50])=[C:44](B(O)O)[CH:45]=1. (5) The reactants are: Cl[C:2]1[CH:7]=[CH:6][C:5]2=[N:8][C:9]([C:11]3[CH:12]=[CH:13][C:14]([CH3:24])=[C:15]([NH:17][C:18](=[O:23])[C:19]([CH3:22])([CH3:21])[CH3:20])[CH:16]=3)=[CH:10][N:4]2[N:3]=1.CC(C1C=C(C(C)C)C(C2C(P(C(C)(C)C)C(C)(C)C)=CC=CC=2)=C(C(C)C)C=1)C.CC(C)([O-])C.[Na+].[CH3:61][O:62][C:63]1[CH:64]=[C:65]([CH:68]=[C:69]([O:73][CH3:74])[C:70]=1[O:71][CH3:72])[CH2:66][NH2:67]. Given the product [CH3:24][C:14]1[CH:13]=[CH:12][C:11]([C:9]2[N:8]=[C:5]3[CH:6]=[CH:7][C:2]([NH:67][CH2:66][C:65]4[CH:68]=[C:69]([O:73][CH3:74])[C:70]([O:71][CH3:72])=[C:63]([O:62][CH3:61])[CH:64]=4)=[N:3][N:4]3[CH:10]=2)=[CH:16][C:15]=1[NH:17][C:18](=[O:23])[C:19]([CH3:22])([CH3:21])[CH3:20], predict the reactants needed to synthesize it. (6) Given the product [CH3:7][O:8][CH2:9][C@@:10]12[C@@H:27]3[C@H:18]([C@H:19]4[C@@:23]([CH2:25][CH2:26]3)([CH3:24])[C:22](=[CH2:1])[CH2:21][CH2:20]4)[CH2:17][CH2:16][C@H:15]1[CH2:14][C@H:13]([O:29][CH2:30][O:31][CH3:32])[CH2:12][CH2:11]2, predict the reactants needed to synthesize it. The reactants are: [CH3:1]C(C)([O-])C.[K+].[CH3:7][O:8][CH2:9][C@@:10]12[C@@H:27]3[C@H:18]([C@H:19]4[C@@:23]([CH2:25][CH2:26]3)([CH3:24])[C:22](=O)[CH2:21][CH2:20]4)[CH2:17][CH2:16][C@H:15]1[CH2:14][C@H:13]([O:29][CH2:30][O:31][CH3:32])[CH2:12][CH2:11]2.C=P(C1C=CC=CC=1)(C1C=CC=CC=1)C1C=CC=CC=1.O. (7) Given the product [C@@H:19]1([NH:29][CH2:15][C:11]2[CH:10]=[C:9]([C:6]3[CH:7]=[CH:8][C:3]([C:2]([F:18])([F:17])[F:1])=[CH:4][CH:5]=3)[CH:14]=[CH:13][CH:12]=2)[C:28]2[C:23](=[CH:24][CH:25]=[CH:26][CH:27]=2)[CH2:22][CH2:21][CH2:20]1, predict the reactants needed to synthesize it. The reactants are: [F:1][C:2]([F:18])([F:17])[C:3]1[CH:8]=[CH:7][C:6]([C:9]2[CH:14]=[CH:13][CH:12]=[C:11]([CH:15]=O)[CH:10]=2)=[CH:5][CH:4]=1.[C@@H:19]1([NH2:29])[C:28]2[C:23](=[CH:24][CH:25]=[CH:26][CH:27]=2)[CH2:22][CH2:21][CH2:20]1. (8) Given the product [CH3:11][O:10][C:8]([C:5]1[CH:6]=[CH:7][N:3]([CH:17]2[CH2:22][CH2:21][N:20]([C:23]([O:25][C:26]([CH3:29])([CH3:28])[CH3:27])=[O:24])[CH2:19][CH2:18]2)[N:4]=1)=[O:9], predict the reactants needed to synthesize it. The reactants are: [H-].[Na+].[NH:3]1[CH:7]=[CH:6][C:5]([C:8]([O:10][CH3:11])=[O:9])=[N:4]1.CS(O[CH:17]1[CH2:22][CH2:21][N:20]([C:23]([O:25][C:26]([CH3:29])([CH3:28])[CH3:27])=[O:24])[CH2:19][CH2:18]1)(=O)=O.